The task is: Predict the reactants needed to synthesize the given product.. This data is from Full USPTO retrosynthesis dataset with 1.9M reactions from patents (1976-2016). (1) Given the product [CH3:23][N:24]1[C:28]([O:29][CH2:30][CH:31]2[CH2:36][CH:35]3[NH:37][CH:32]2[CH2:33][CH2:34]3)=[CH:27][CH:26]=[N:25]1, predict the reactants needed to synthesize it. The reactants are: N1C=CC=C(OCC2CC3N(C(OC(C)(C)C)=O)C2CC3)N=1.[CH3:23][N:24]1[C:28]([O:29][CH2:30][CH:31]2[CH2:36][CH:35]3[N:37](C(OC(C)(C)C)=O)[CH:32]2[CH2:33][CH2:34]3)=[CH:27][CH:26]=[N:25]1. (2) Given the product [CH2:1]([O:3][C:4](=[O:17])[C@@H:5]([N:16]([CH2:37][C:36]1[CH:35]=[CH:34][C:33]([CH2:32][N:24]([CH2:23][C:19]2[NH:18][CH:22]=[CH:41][N:42]=2)[CH2:25][C:26]2[N:27]([CH3:31])[CH:28]=[CH:29][N:30]=2)=[CH:40][CH:39]=1)[CH3:45])[CH2:6][CH2:7][CH2:8][N:9]([CH2:13][CH2:14][CH3:15])[CH2:10][CH2:11][CH3:12])[CH3:2], predict the reactants needed to synthesize it. The reactants are: [CH2:1]([O:3][C:4](=[O:17])[C@@H:5]([NH2:16])[CH2:6][CH2:7][CH2:8][N:9]([CH2:13][CH2:14][CH3:15])[CH2:10][CH2:11][CH3:12])[CH3:2].[NH:18]1[CH:22]=CN=[C:19]1[CH2:23][N:24]([CH2:32][C:33]1[CH:40]=[CH:39][C:36]([CH:37]=O)=[CH:35][CH:34]=1)[CH2:25][C:26]1[N:27]([CH3:31])[CH:28]=[CH:29][N:30]=1.[C:41]([BH3-])#[N:42].[Na+].[CH2:45]=O.